The task is: Predict the product of the given reaction.. This data is from Forward reaction prediction with 1.9M reactions from USPTO patents (1976-2016). (1) Given the reactants [CH2:1]([C:3]1[CH:8]=[CH:7][C:6]([CH:9]2[CH2:14][N:13]([C:15]([N:17]3[CH2:22][CH2:21][O:20][CH2:19][CH2:18]3)=[O:16])[CH2:12][CH:11]([C:23](O)=O)[CH2:10]2)=[CH:5][CH:4]=1)[CH3:2].[OH:26][NH:27][C:28](=[NH:37])[CH2:29][C:30]1[CH:35]=[CH:34][C:33]([CH3:36])=[CH:32][CH:31]=1, predict the reaction product. The product is: [CH2:1]([C:3]1[CH:4]=[CH:5][C:6]([CH:9]2[CH2:10][CH:11]([C:23]3[O:26][N:27]=[C:28]([CH2:29][C:30]4[CH:35]=[CH:34][C:33]([CH3:36])=[CH:32][CH:31]=4)[N:37]=3)[CH2:12][N:13]([C:15]([N:17]3[CH2:18][CH2:19][O:20][CH2:21][CH2:22]3)=[O:16])[CH2:14]2)=[CH:7][CH:8]=1)[CH3:2]. (2) Given the reactants [Cl:1][C:2]1[CH:20]=[CH:19][C:5]([O:6][C:7]2[CH:14]=[C:13]([CH:15]([OH:18])[CH2:16][CH3:17])[CH:12]=[CH:11][C:8]=2[CH:9]=O)=[C:4]([CH3:21])[C:3]=1[CH3:22].[CH3:23][NH2:24].C(O)(=O)C.[BH-](OC(C)=O)(OC(C)=O)OC(C)=O.[Na+], predict the reaction product. The product is: [Cl:1][C:2]1[CH:20]=[CH:19][C:5]([O:6][C:7]2[CH:14]=[C:13]([CH:15]([OH:18])[CH2:16][CH3:17])[CH:12]=[CH:11][C:8]=2[CH2:9][NH:24][CH3:23])=[C:4]([CH3:21])[C:3]=1[CH3:22]. (3) Given the reactants [N+:1]([C:4]1[CH:28]=[CH:27][C:26]([N:29]2[CH2:34][CH2:33][CH2:32][CH2:31][CH2:30]2)=[CH:25][C:5]=1[C:6]([NH:8][C:9]1[CH:14]=[N:13][C:12]([C:15]2[CH:20]=[CH:19][CH:18]=[C:17]([C:21]([F:24])([F:23])[F:22])[CH:16]=2)=[CH:11][N:10]=1)=[O:7])([O-])=O, predict the reaction product. The product is: [NH2:1][C:4]1[CH:28]=[CH:27][C:26]([N:29]2[CH2:34][CH2:33][CH2:32][CH2:31][CH2:30]2)=[CH:25][C:5]=1[C:6]([NH:8][C:9]1[CH:14]=[N:13][C:12]([C:15]2[CH:20]=[CH:19][CH:18]=[C:17]([C:21]([F:23])([F:24])[F:22])[CH:16]=2)=[CH:11][N:10]=1)=[O:7]. (4) Given the reactants [C:1]([C:5]1[CH:33]=[CH:32][C:8]([C:9]([NH:11][CH2:12][C:13]2[CH:18]=[CH:17][C:16]([C:19]3[C:20]4[CH:27]=[C:26]([C:28]([OH:30])=O)[NH:25][C:21]=4[N:22]=[CH:23][N:24]=3)=[CH:15][C:14]=2[F:31])=[O:10])=[CH:7][CH:6]=1)([CH3:4])([CH3:3])[CH3:2].CN(C(ON1N=NC2C=CC=CC1=2)=[N+](C)C)C.F[P-](F)(F)(F)(F)F.CCN(C(C)C)C(C)C.[NH2:67][CH2:68][CH2:69][OH:70], predict the reaction product. The product is: [OH:70][CH2:69][CH2:68][NH:67][C:28]([C:26]1[NH:25][C:21]2[N:22]=[CH:23][N:24]=[C:19]([C:16]3[CH:17]=[CH:18][C:13]([CH2:12][NH:11][C:9](=[O:10])[C:8]4[CH:32]=[CH:33][C:5]([C:1]([CH3:4])([CH3:3])[CH3:2])=[CH:6][CH:7]=4)=[C:14]([F:31])[CH:15]=3)[C:20]=2[CH:27]=1)=[O:30]. (5) Given the reactants [Cl:1][C:2]1[C:7]([CH3:8])=[CH:6][CH:5]=[CH:4][C:3]=1[C:9]1[O:10][C:11]2[C:16]([C:17](=[O:19])[CH:18]=1)=[C:15]([OH:20])[CH:14]=[C:13]([OH:21])[C:12]=2[C@@H:22]1[CH2:26][CH2:25][N:24]([CH3:27])[C@H:23]1[CH2:28][OH:29].Cl, predict the reaction product. The product is: [ClH:1].[Cl:1][C:2]1[C:7]([CH3:8])=[CH:6][CH:5]=[CH:4][C:3]=1[C:9]1[O:10][C:11]2[C:16]([C:17](=[O:19])[CH:18]=1)=[C:15]([OH:20])[CH:14]=[C:13]([OH:21])[C:12]=2[C@@H:22]1[CH2:26][CH2:25][N:24]([CH3:27])[C@H:23]1[CH2:28][OH:29]. (6) The product is: [CH2:1]([NH:8][C:9]([C:11]1[S:15][C:14]([N:16]2[CH2:20][CH2:19][N:18]([C:30](=[O:31])[C:29]3[CH:33]=[CH:34][C:26]([F:25])=[CH:27][CH:28]=3)[C:17]2=[O:21])=[N:13][C:12]=1[CH3:22])=[O:10])[C:2]1[CH:7]=[CH:6][CH:5]=[CH:4][CH:3]=1. Given the reactants [CH2:1]([NH:8][C:9]([C:11]1[S:15][C:14]([N:16]2[CH2:20][CH2:19][NH:18][C:17]2=[O:21])=[N:13][C:12]=1[CH3:22])=[O:10])[C:2]1[CH:7]=[CH:6][CH:5]=[CH:4][CH:3]=1.[H-].[Na+].[F:25][C:26]1[CH:34]=[CH:33][C:29]([C:30](Cl)=[O:31])=[CH:28][CH:27]=1, predict the reaction product. (7) Given the reactants BrCCBr.C=C.C[Si](C)(C)Cl.[CH3:12][N:13]1[C:18]([C:19]([F:22])([F:21])[F:20])=[CH:17][C:16]([CH3:23])=[C:15](I)[C:14]1=[O:25].O1C=CC=C1P(C1OC=CC=1)C1OC=CC=1.[CH3:42][O:43][C:44](=[O:62])[C@H:45]([CH2:54][C:55]1[CH:60]=[CH:59][C:58](I)=[CH:57][CH:56]=1)[NH:46][C:47]([O:49][C:50]([CH3:53])([CH3:52])[CH3:51])=[O:48].[Cl-].[NH4+], predict the reaction product. The product is: [CH3:42][O:43][C:44](=[O:62])[C@H:45]([CH2:54][C:55]1[CH:56]=[CH:57][C:58]([C:15]2[C:14](=[O:25])[N:13]([CH3:12])[C:18]([C:19]([F:22])([F:21])[F:20])=[CH:17][C:16]=2[CH3:23])=[CH:59][CH:60]=1)[NH:46][C:47]([O:49][C:50]([CH3:53])([CH3:51])[CH3:52])=[O:48]. (8) Given the reactants C(OC([NH:8][C@H:9]([C@@H:31]([OH:42])[CH2:32][C@H:33]([C:35](=[O:41])[NH:36][CH2:37][CH2:38][CH2:39][CH3:40])[CH3:34])[CH2:10][C@@H:11]([CH:28]([CH3:30])[CH3:29])[CH2:12][NH:13][C:14](=[O:27])[C:15]1[CH:20]=[CH:19][CH:18]=[CH:17][C:16]=1[O:21][CH2:22][CH2:23][CH2:24][O:25][CH3:26])=O)(C)(C)C.[ClH:43], predict the reaction product. The product is: [ClH:43].[NH2:8][C@H:9]([C@@H:31]([OH:42])[CH2:32][C@H:33]([C:35](=[O:41])[NH:36][CH2:37][CH2:38][CH2:39][CH3:40])[CH3:34])[CH2:10][C@@H:11]([CH:28]([CH3:30])[CH3:29])[CH2:12][NH:13][C:14](=[O:27])[C:15]1[CH:20]=[CH:19][CH:18]=[CH:17][C:16]=1[O:21][CH2:22][CH2:23][CH2:24][O:25][CH3:26].